From a dataset of NCI-60 drug combinations with 297,098 pairs across 59 cell lines. Regression. Given two drug SMILES strings and cell line genomic features, predict the synergy score measuring deviation from expected non-interaction effect. (1) Drug 1: CN1CCC(CC1)COC2=C(C=C3C(=C2)N=CN=C3NC4=C(C=C(C=C4)Br)F)OC. Drug 2: CC1C(C(CC(O1)OC2CC(CC3=C2C(=C4C(=C3O)C(=O)C5=CC=CC=C5C4=O)O)(C(=O)C)O)N)O. Cell line: HL-60(TB). Synergy scores: CSS=39.6, Synergy_ZIP=4.79, Synergy_Bliss=3.58, Synergy_Loewe=-38.0, Synergy_HSA=-1.22. (2) Synergy scores: CSS=36.8, Synergy_ZIP=-1.27, Synergy_Bliss=-3.00, Synergy_Loewe=-11.4, Synergy_HSA=-1.02. Drug 1: C1=CC(=CC=C1C#N)C(C2=CC=C(C=C2)C#N)N3C=NC=N3. Cell line: COLO 205. Drug 2: C1C(C(OC1N2C=NC3=C(N=C(N=C32)Cl)N)CO)O. (3) Drug 1: CC(CN1CC(=O)NC(=O)C1)N2CC(=O)NC(=O)C2. Drug 2: CS(=O)(=O)OCCCCOS(=O)(=O)C. Cell line: NCI-H522. Synergy scores: CSS=18.3, Synergy_ZIP=-4.44, Synergy_Bliss=-0.430, Synergy_Loewe=-4.81, Synergy_HSA=0.510. (4) Synergy scores: CSS=-0.335, Synergy_ZIP=-1.25, Synergy_Bliss=-1.19, Synergy_Loewe=-0.740, Synergy_HSA=-3.18. Cell line: A549. Drug 2: COC1=C2C(=CC3=C1OC=C3)C=CC(=O)O2. Drug 1: C(CC(=O)O)C(=O)CN.Cl. (5) Drug 2: CCC1(C2=C(COC1=O)C(=O)N3CC4=CC5=C(C=CC(=C5CN(C)C)O)N=C4C3=C2)O.Cl. Drug 1: CC12CCC3C(C1CCC2=O)CC(=C)C4=CC(=O)C=CC34C. Cell line: SNB-75. Synergy scores: CSS=32.6, Synergy_ZIP=-8.90, Synergy_Bliss=0.353, Synergy_Loewe=-7.45, Synergy_HSA=1.52.